This data is from Forward reaction prediction with 1.9M reactions from USPTO patents (1976-2016). The task is: Predict the product of the given reaction. (1) Given the reactants [NH:1]1[CH2:6][CH2:5][CH2:4][C@@H:3]([N:7]2[C:11]3[CH:12]=[CH:13][CH:14]=[CH:15][C:10]=3[N:9]=[C:8]2[C@@H:16]([NH:18][C:19]2[N:27]=[CH:26][N:25]=[C:24]3[C:20]=2[N:21]=[CH:22][NH:23]3)[CH3:17])[CH2:2]1.Br[CH2:29][C:30]([NH2:32])=[O:31].CCN(C(C)C)C(C)C, predict the reaction product. The product is: [N:27]1[C:19]([NH:18][C@H:16]([C:8]2[N:7]([C@@H:3]3[CH2:4][CH2:5][CH2:6][N:1]([CH2:29][C:30]([NH2:32])=[O:31])[CH2:2]3)[C:11]3[CH:12]=[CH:13][CH:14]=[CH:15][C:10]=3[N:9]=2)[CH3:17])=[C:20]2[C:24]([NH:23][CH:22]=[N:21]2)=[N:25][CH:26]=1. (2) Given the reactants C[O:2][C:3]([C:5]1[C:6]([C:24]2[CH:29]=[CH:28][C:27]([C:30]([OH:32])=O)=[CH:26][CH:25]=2)=[CH:7][CH:8]=[C:9]([C:11]2[S:12][CH:13]=[C:14]([C:16]3[CH:21]=[CH:20][C:19]([Cl:22])=[C:18]([Cl:23])[CH:17]=3)[N:15]=2)[CH:10]=1)=[O:4].[NH2:33][CH2:34][CH2:35][CH2:36][N:37]1[CH2:42][CH2:41][O:40][CH2:39][CH2:38]1, predict the reaction product. The product is: [Cl:23][C:18]1[CH:17]=[C:16]([C:14]2[N:15]=[C:11]([C:9]3[CH:10]=[C:5]([C:3]([OH:2])=[O:4])[C:6]([C:24]4[CH:25]=[CH:26][C:27]([C:30](=[O:32])[NH:33][CH2:34][CH2:35][CH2:36][N:37]5[CH2:42][CH2:41][O:40][CH2:39][CH2:38]5)=[CH:28][CH:29]=4)=[CH:7][CH:8]=3)[S:12][CH:13]=2)[CH:21]=[CH:20][C:19]=1[Cl:22]. (3) The product is: [Cl:38][C:32]1[CH:33]=[C:34]([Cl:37])[CH:35]=[CH:36][C:31]=1[C:16]1[N:15]([C:12]2[CH:11]=[CH:10][C:9]([OH:8])=[CH:14][CH:13]=2)[C:19]([CH3:20])=[C:18]([C:21]([NH:23][C:24]2[CH:25]=[N:26][C:27]([F:30])=[CH:28][CH:29]=2)=[O:22])[N:17]=1. Given the reactants C([O:8][C:9]1[CH:14]=[CH:13][C:12]([N:15]2[C:19]([CH3:20])=[C:18]([C:21]([NH:23][C:24]3[CH:25]=[N:26][C:27]([F:30])=[CH:28][CH:29]=3)=[O:22])[N:17]=[C:16]2[C:31]2[CH:36]=[CH:35][C:34]([Cl:37])=[CH:33][C:32]=2[Cl:38])=[CH:11][CH:10]=1)C1C=CC=CC=1.C(O)C, predict the reaction product. (4) Given the reactants [O:1]=[C:2]([N:10]1[C@@H:14]([C:15]2[CH:20]=[CH:19][CH:18]=[CH:17][CH:16]=2)[CH2:13][O:12][C:11]1=[O:21])[CH2:3]P(=O)(OC)OC.CC(C)([O-])C.[K+].[Cl:28][C:29]1[CH:36]=[CH:35][C:32]([CH:33]=O)=[CH:31][CH:30]=1, predict the reaction product. The product is: [Cl:28][C:29]1[CH:36]=[CH:35][C:32](/[CH:33]=[CH:3]/[C:2]([N:10]2[C@@H:14]([C:15]3[CH:16]=[CH:17][CH:18]=[CH:19][CH:20]=3)[CH2:13][O:12][C:11]2=[O:21])=[O:1])=[CH:31][CH:30]=1. (5) Given the reactants [Cl:1][C:2]1[CH:3]=[C:4]([CH:17]=[CH:18][C:19]=1[O:20][CH2:21][C:22]1[CH:27]=[CH:26][CH:25]=[CH:24][N:23]=1)[NH:5][C:6]1[C:15]2[C:10](=[CH:11][CH:12]=[CH:13][C:14]=2F)[N:9]=[CH:8][N:7]=1.[CH3:28][N:29]([CH3:33])[CH2:30][CH2:31][OH:32].[H-].[Na+], predict the reaction product. The product is: [Cl:1][C:2]1[CH:3]=[C:4]([CH:17]=[CH:18][C:19]=1[O:20][CH2:21][C:22]1[CH:27]=[CH:26][CH:25]=[CH:24][N:23]=1)[NH:5][C:6]1[C:15]2[C:10](=[CH:11][CH:12]=[CH:13][C:14]=2[O:32][CH2:31][CH2:30][N:29]([CH3:33])[CH3:28])[N:9]=[CH:8][N:7]=1. (6) Given the reactants [CH3:1][O:2][C:3]1[CH:4]=[N:5][CH:6]=[C:7]([O:24][CH3:25])[C:8]=1[CH:9]([NH:17]S(C(C)(C)C)=O)[CH2:10][CH2:11][CH2:12][C:13]([O:15][CH3:16])=[O:14].Cl.O1CCOCC1, predict the reaction product. The product is: [NH2:17][CH:9]([C:8]1[C:7]([O:24][CH3:25])=[CH:6][N:5]=[CH:4][C:3]=1[O:2][CH3:1])[CH2:10][CH2:11][CH2:12][C:13]([O:15][CH3:16])=[O:14]. (7) Given the reactants [CH:1]([C:3]1[CH:4]=[CH:5][C:6]([OH:12])=[C:7]([CH:11]=1)[C:8]([OH:10])=[O:9])=[O:2].[CH3:13]O, predict the reaction product. The product is: [CH3:13][O:9][C:8](=[O:10])[C:7]1[CH:11]=[C:3]([CH:1]=[O:2])[CH:4]=[CH:5][C:6]=1[OH:12].